Dataset: Forward reaction prediction with 1.9M reactions from USPTO patents (1976-2016). Task: Predict the product of the given reaction. (1) Given the reactants C(NC(C)C)(C)C.C([Li])CCC.[F:13][C:14]1[CH:19]=[CH:18][C:17]([CH3:20])=[CH:16][N:15]=1.[I:21]I, predict the reaction product. The product is: [F:13][C:14]1[C:19]([I:21])=[CH:18][C:17]([CH3:20])=[CH:16][N:15]=1. (2) Given the reactants [OH:1][C:2]1[CH:9]=[CH:8][C:5]([CH:6]=[O:7])=[C:4]([CH3:10])[C:3]=1[N+:11]([O-:13])=[O:12].C1(O)C=CC=CC=1.[CH3:21][O:22][C:23](=[O:27])[CH:24](Br)[CH3:25], predict the reaction product. The product is: [CH:6]([C:5]1[CH:8]=[CH:9][C:2]([O:1][CH:24]([CH3:25])[C:23]([O:22][CH3:21])=[O:27])=[C:3]([N+:11]([O-:13])=[O:12])[C:4]=1[CH3:10])=[O:7]. (3) The product is: [CH3:28][C:27]1[CH:29]=[CH:30][C:24]([S:21]([O:13][CH2:12][CH:9]2[CH2:10][CH2:11][N:6]([CH2:5][C:4]3[CH:15]=[C:16]([Cl:18])[CH:17]=[C:2]([Cl:1])[CH:3]=3)[C:7](=[O:14])[CH2:8]2)(=[O:23])=[O:22])=[CH:25][CH:26]=1. Given the reactants [Cl:1][C:2]1[CH:3]=[C:4]([CH:15]=[C:16]([Cl:18])[CH:17]=1)[CH2:5][N:6]1[CH2:11][CH2:10][CH:9]([CH2:12][OH:13])[CH2:8][C:7]1=[O:14].[H-].[Na+].[S:21](Cl)([C:24]1[CH:30]=[CH:29][C:27]([CH3:28])=[CH:26][CH:25]=1)(=[O:23])=[O:22], predict the reaction product. (4) Given the reactants [O:1]1[CH2:6][CH2:5][CH:4]([CH:7]2[CH2:19][C:18]3[C:17]4[C:12](=[CH:13][CH:14]=[C:15]([C:20](O)=[O:21])[CH:16]=4)[NH:11][C:10]=3[CH2:9][CH2:8]2)[CH2:3][CH2:2]1.[CH2:23]([NH:25][C:26](=[O:31])[CH2:27][NH:28][CH2:29][CH3:30])[CH3:24].C(N(C(C)C)C(C)C)C.CN(C(ON1N=NC2C=CC=NC1=2)=[N+](C)C)C.F[P-](F)(F)(F)(F)F, predict the reaction product. The product is: [CH2:29]([N:28]([CH2:27][C:26]([NH:25][CH2:23][CH3:24])=[O:31])[C:20]([C:15]1[CH:16]=[C:17]2[C:12](=[CH:13][CH:14]=1)[NH:11][C:10]1[CH2:9][CH2:8][CH:7]([CH:4]3[CH2:5][CH2:6][O:1][CH2:2][CH2:3]3)[CH2:19][C:18]2=1)=[O:21])[CH3:30]. (5) Given the reactants [Cl-].[Ce+3].[Cl-].[Cl-].[C:5]([Mg]Br)#[CH:6].[F:9][C@H:10]1[CH2:27][C@@:25]2([CH3:26])[C@@H:21]([CH2:22][CH2:23][C:24]2=[O:28])[C@H:20]2[C@H:11]1[C@@H:12]1[C:17](=[CH:18][C@H:19]2[CH3:29])[CH:16]=[C:15]([O:30]C)[CH2:14][CH2:13]1.[Cl-].[NH4+], predict the reaction product. The product is: [C:5]([C@:24]1([OH:28])[CH2:23][CH2:22][C@H:21]2[C@H:20]3[C@H:11]([C@@H:10]([F:9])[CH2:27][C@:25]12[CH3:26])[C@@H:12]1[C:17](=[CH:16][C:15](=[O:30])[CH2:14][CH2:13]1)[CH2:18][C@H:19]3[CH3:29])#[CH:6]. (6) Given the reactants [NH2:1][C:2]1[C:7]([C:8]([F:11])([F:10])[F:9])=[CH:6][CH:5]=[CH:4][C:3]=1[C:12]([C:14]1[CH:19]=[CH:18][CH:17]=[C:16]([OH:20])[CH:15]=1)=O.[Br:21][C:22]1[CH:27]=[CH:26][CH:25]=[CH:24][C:23]=1[CH2:28][CH:29]=O, predict the reaction product. The product is: [Br:21][C:22]1[CH:27]=[CH:26][CH:25]=[CH:24][C:23]=1[C:28]1[CH:29]=[N:1][C:2]2[C:3]([C:12]=1[C:14]1[CH:15]=[C:16]([OH:20])[CH:17]=[CH:18][CH:19]=1)=[CH:4][CH:5]=[CH:6][C:7]=2[C:8]([F:11])([F:10])[F:9]. (7) The product is: [C:1]([C:5]1[CH:6]=[C:7]2[C:12](=[CH:13][CH:14]=1)[C:11](=[O:15])[N:10]([C:16]1[C:17]([CH2:34][OH:35])=[C:18]([N:22]3[C:30]4[C:25](=[CH:26][CH:27]=[CH:28][CH:29]=4)[C:24]([C:31]([NH2:33])=[O:32])=[CH:23]3)[CH:19]=[CH:20][CH:21]=1)[N:9]=[CH:8]2)([CH3:4])([CH3:2])[CH3:3]. Given the reactants [C:1]([C:5]1[CH:6]=[C:7]2[C:12](=[CH:13][CH:14]=1)[C:11](=[O:15])[N:10]([C:16]1[C:17]([CH:34]=[O:35])=[C:18]([N:22]3[C:30]4[C:25](=[CH:26][CH:27]=[CH:28][CH:29]=4)[C:24]([C:31]([NH2:33])=[O:32])=[CH:23]3)[CH:19]=[CH:20][CH:21]=1)[N:9]=[CH:8]2)([CH3:4])([CH3:3])[CH3:2].C(C1C=C2C(=CC=1)C(=O)N(C1C(C=O)=C(N3C4C(=CC=CC=4)C(C#N)=C3)C=CC=1)N=C2)(C)(C)C, predict the reaction product.